Dataset: Reaction yield outcomes from USPTO patents with 853,638 reactions. Task: Predict the reaction yield, written as a fraction of the theoretical maximum amount of product (1.0 means a 100% yield; for example, 0.34 means a 34% yield). (1) The reactants are [CH3:1][O:2][C:3]1[CH:4]=[C:5]([CH:9]=[C:10]([O:12][CH3:13])[CH:11]=1)[C:6](Cl)=[O:7].[CH3:14][O:15][C:16]1[CH:21]=[CH:20][CH:19]=[C:18]([O:22]C)[C:17]=1[O:24][CH3:25].[Cl-].[Al+3].[Cl-].[Cl-].COC1C=CC(OC)=CC=1C(C1C=C(OC)C=C(OC)C=1)=O. The catalyst is C(Cl)Cl. The product is [CH3:1][O:2][C:3]1[CH:4]=[C:5]([C:6]([C:19]2[CH:20]=[CH:21][C:16]([O:15][CH3:14])=[C:17]([O:24][CH3:25])[C:18]=2[OH:22])=[O:7])[CH:9]=[C:10]([O:12][CH3:13])[CH:11]=1. The yield is 0.500. (2) The reactants are [C:1]([O:5][C:6]([N:8]1[CH2:13][CH2:12][CH:11]([OH:14])[CH2:10][CH2:9]1)=[O:7])([CH3:4])([CH3:3])[CH3:2].[F:15][C:16]1[CH:21]=[C:20]([N+:22]([O-:24])=[O:23])[CH:19]=[C:18]([F:25])[C:17]=1O.C1(P(C2C=CC=CC=2)C2C=CC=CC=2)C=CC=CC=1.N(C(OCC)=O)=NC(OCC)=O. The catalyst is ClCCl. The product is [C:1]([O:5][C:6]([N:8]1[CH2:13][CH2:12][CH:11]([O:14][C:17]2[C:18]([F:25])=[CH:19][C:20]([N+:22]([O-:24])=[O:23])=[CH:21][C:16]=2[F:15])[CH2:10][CH2:9]1)=[O:7])([CH3:4])([CH3:2])[CH3:3]. The yield is 0.760. (3) The reactants are [C:1]([N:8]1[CH2:14][CH2:13][CH2:12][C@@H:9]1[CH2:10][OH:11])([O:3][C:4]([CH3:7])([CH3:6])[CH3:5])=[O:2].[Cr](O[Cr]([O-])(=O)=O)([O-])(=O)=O.[NH+]1C=CC=CC=1.[NH+]1C=CC=CC=1. The catalyst is ClCCl.C(OCC)(=O)C. The product is [CH:10]([C@H:9]1[CH2:12][CH2:13][CH2:14][N:8]1[C:1]([O:3][C:4]([CH3:7])([CH3:6])[CH3:5])=[O:2])=[O:11]. The yield is 0.720. (4) The reactants are [C:1]([O:5][C:6]([N:8]([C:16]1[CH:21]=[C:20]([CH2:22][C@@H:23]2[C@@H:26]([C:27](=[O:42])[NH:28][CH2:29][C:30]3[C:35]([O:36][CH3:37])=[CH:34][C:33]([O:38][CH3:39])=[CH:32][C:31]=3[O:40][CH3:41])[N:25]([Si](C(C)(C)C)(C)C)[C:24]2=[O:50])[CH:19]=[CH:18][N:17]=1)[C:9]([O:11][C:12]([CH3:15])([CH3:14])[CH3:13])=[O:10])=[O:7])([CH3:4])([CH3:3])[CH3:2].C(O)(=O)C.[F-].[NH4+]. The catalyst is CO. The product is [C:12]([O:11][C:9]([N:8]([C:16]1[CH:21]=[C:20]([CH2:22][C@@H:23]2[C@@H:26]([C:27](=[O:42])[NH:28][CH2:29][C:30]3[C:35]([O:36][CH3:37])=[CH:34][C:33]([O:38][CH3:39])=[CH:32][C:31]=3[O:40][CH3:41])[NH:25][C:24]2=[O:50])[CH:19]=[CH:18][N:17]=1)[C:6]([O:5][C:1]([CH3:3])([CH3:2])[CH3:4])=[O:7])=[O:10])([CH3:13])([CH3:14])[CH3:15]. The yield is 0.950.